From a dataset of Catalyst prediction with 721,799 reactions and 888 catalyst types from USPTO. Predict which catalyst facilitates the given reaction. (1) Reactant: [Br:1][C:2]1[CH:3]=[C:4]([F:12])[CH:5]=[C:6]2[C:10]=1[CH2:9][C:8]([CH3:11])=[CH:7]2.[Li]CCCC.[CH:18]1[C:30]2[CH:29]([Si:31](Cl)([CH3:33])[CH3:32])[C:28]3[C:23](=[CH:24][CH:25]=[CH:26][CH:27]=3)[C:22]=2[CH:21]=[CH:20][CH:19]=1.O. Product: [Br:1][C:2]1[CH:3]=[C:4]([F:12])[CH:5]=[C:6]2[C:10]=1[CH:9]=[C:8]([CH3:11])[CH:7]2[Si:31]([CH:29]1[C:28]2[CH:27]=[CH:26][CH:25]=[CH:24][C:23]=2[C:22]2[C:30]1=[CH:18][CH:19]=[CH:20][CH:21]=2)([CH3:32])[CH3:33]. The catalyst class is: 28. (2) Reactant: Cl.[F:2][C:3]([F:27])([F:26])[C:4]1[CH:9]=[CH:8][C:7]([N:10]2[CH2:15][CH2:14][CH:13]([O:16][C:17]3[N:18]=[CH:19][C:20]([C:23](O)=[O:24])=[N:21][CH:22]=3)[CH2:12][CH2:11]2)=[CH:6][CH:5]=1.C(N(CC)CC)C.O.ON1C2C=CC=CC=2N=N1.Cl.CN(C)CCCN=C=NCC.[NH2:58][CH:59]1[CH2:64][CH2:63][N:62]([C:65]([O:67][C:68]([CH3:71])([CH3:70])[CH3:69])=[O:66])[CH2:61][CH2:60]1. Product: [F:26][C:3]([F:2])([F:27])[C:4]1[CH:9]=[CH:8][C:7]([N:10]2[CH2:15][CH2:14][CH:13]([O:16][C:17]3[N:18]=[CH:19][C:20]([C:23]([NH:58][CH:59]4[CH2:60][CH2:61][N:62]([C:65]([O:67][C:68]([CH3:71])([CH3:70])[CH3:69])=[O:66])[CH2:63][CH2:64]4)=[O:24])=[N:21][CH:22]=3)[CH2:12][CH2:11]2)=[CH:6][CH:5]=1. The catalyst class is: 9. (3) Reactant: [F:1][C:2]([CH3:9])([CH3:8])[C:3](=O)[CH2:4][C:5]#[N:6].[OH-:10].[Na+].S(O)(O)(=O)=O.[NH2:17]O. Product: [F:1][C:2]([C:3]1[CH:4]=[C:5]([NH2:6])[O:10][N:17]=1)([CH3:9])[CH3:8]. The catalyst class is: 315. (4) Reactant: [CH2:1]([C:11]1[CH:12]=[C:13]2[C:18](=[CH:19][CH:20]=1)[CH:17]=[C:16]([C:21]1[CH:26]=[C:25]([OH:27])[C:24]([C:28]3[C:37](O)=[CH:36][C:35]4[C:30](=[CH:31][CH:32]=[C:33]([CH2:39][CH2:40][CH2:41][CH2:42][CH2:43][CH2:44][CH2:45][CH2:46][CH2:47][CH3:48])[CH:34]=4)[CH:29]=3)=[CH:23][C:22]=1[OH:49])[C:15](O)=[CH:14]2)[CH2:2][CH2:3][CH2:4][CH2:5][CH2:6][CH2:7][CH2:8][CH2:9][CH3:10]. Product: [CH2:1]([C:11]1[CH:20]=[CH:19][C:18]2[C:13](=[CH:14][C:15]3[O:49][C:22]4=[CH:23][C:24]5[C:28]6[CH:29]=[C:30]7[C:35](=[CH:36][C:37]=6[O:27][C:25]=5[CH:26]=[C:21]4[C:16]=3[CH:17]=2)[CH:34]=[C:33]([CH2:39][CH2:40][CH2:41][CH2:42][CH2:43][CH2:44][CH2:45][CH2:46][CH2:47][CH3:48])[CH:32]=[CH:31]7)[CH:12]=1)[CH2:2][CH2:3][CH2:4][CH2:5][CH2:6][CH2:7][CH2:8][CH2:9][CH3:10]. The catalyst class is: 262. (5) Reactant: [CH3:1][C:2]1[CH:7]=[C:6]([CH3:8])[CH:5]=[CH:4][C:3]=1[OH:9].[Cl:10][C:11]1[CH:16]=[CH:15][CH:14]=[C:13](Cl)[N:12]=1.C(=O)([O-])[O-].[K+].[K+]. Product: [Cl:10][C:11]1[CH:16]=[CH:15][CH:14]=[C:13]([O:9][C:3]2[CH:4]=[CH:5][C:6]([CH3:8])=[CH:7][C:2]=2[CH3:1])[N:12]=1. The catalyst class is: 6. (6) Reactant: CI.[N+:3]([C:6]1[CH:19]=[CH:18][C:9]([CH2:10][NH:11][CH2:12][C@H:13]2[CH2:17][CH2:16][CH2:15][O:14]2)=[CH:8][CH:7]=1)([O-:5])=[O:4].[C:20](=O)([O-])[O-].[K+].[K+]. Product: [CH3:20][N:11]([CH2:10][C:9]1[CH:8]=[CH:7][C:6]([N+:3]([O-:5])=[O:4])=[CH:19][CH:18]=1)[CH2:12][C@H:13]1[CH2:17][CH2:16][CH2:15][O:14]1. The catalyst class is: 18. (7) Reactant: [NH:1]([CH:3]1[CH2:6][N:5]([C:7]([O:9][C:10]([CH3:13])([CH3:12])[CH3:11])=[O:8])[CH2:4]1)[NH2:2].C(O)(=O)C.CN(C)/[CH:20]=[CH:21]/[C:22]([C:24]1[CH:29]=[C:28]([C:30]([F:33])([F:32])[F:31])[CH:27]=[CH:26][C:25]=1[OH:34])=O. Product: [OH:34][C:25]1[CH:26]=[CH:27][C:28]([C:30]([F:31])([F:32])[F:33])=[CH:29][C:24]=1[C:22]1[N:1]([CH:3]2[CH2:4][N:5]([C:7]([O:9][C:10]([CH3:13])([CH3:12])[CH3:11])=[O:8])[CH2:6]2)[N:2]=[CH:20][CH:21]=1. The catalyst class is: 8.